This data is from Catalyst prediction with 721,799 reactions and 888 catalyst types from USPTO. The task is: Predict which catalyst facilitates the given reaction. (1) Reactant: [CH3:1][O:2][C:3](=[O:25])[CH2:4][C@H:5]1[CH2:10][CH2:9][C@H:8]([C:11]2[CH:16]=[CH:15][C:14]([NH:17][CH2:18][CH2:19][C:20]([O:22][CH2:23][CH3:24])=[O:21])=[CH:13][CH:12]=2)[CH2:7][CH2:6]1.[C:26]([CH2:28][C:29](O)=[O:30])#[N:27].CN(C=O)C.C(N=C=NC(C)C)(C)C. Product: [C:26]([CH2:28][C:29]([N:17]([C:14]1[CH:13]=[CH:12][C:11]([C@H:8]2[CH2:7][CH2:6][C@H:5]([CH2:4][C:3]([O:2][CH3:1])=[O:25])[CH2:10][CH2:9]2)=[CH:16][CH:15]=1)[CH2:18][CH2:19][C:20]([O:22][CH2:23][CH3:24])=[O:21])=[O:30])#[N:27]. The catalyst class is: 243. (2) Reactant: [F:1][CH:2]([F:22])[C:3]1[N:7]([C:8]2[N:13]=[C:12](Cl)[CH:11]=[C:10]([Cl:15])[N:9]=2)[C:6]2[CH:16]=[CH:17][CH:18]=[C:19]([O:20][CH3:21])[C:5]=2[N:4]=1.[CH3:23][C@H:24]1[O:29][C@@H:28]([CH3:30])[CH2:27][NH:26][CH2:25]1.C(=O)([O-])[O-].[K+].[K+].O. Product: [Cl:15][C:10]1[CH:11]=[C:12]([N:26]2[CH2:25][C@@H:24]([CH3:23])[O:29][C@@H:28]([CH3:30])[CH2:27]2)[N:13]=[C:8]([N:7]2[C:6]3[CH:16]=[CH:17][CH:18]=[C:19]([O:20][CH3:21])[C:5]=3[N:4]=[C:3]2[CH:2]([F:22])[F:1])[N:9]=1. The catalyst class is: 3. (3) Reactant: [CH:1]1([O:5][C:6]2[C:15]([C:16]3[CH:17]=[N:18][NH:19][CH:20]=3)=[CH:14][CH:13]=[C:12]3[C:7]=2[CH2:8][CH2:9][C@H:10]([CH3:25])[N:11]3[C:21]([O:23][CH3:24])=[O:22])[CH2:4][CH2:3][CH2:2]1.CN(C)C=O.[H-].[Na+].[CH:33]12[O:39][CH:38]1[CH2:37][CH2:36][N:35]([C:40]([O:42][C:43]([CH3:46])([CH3:45])[CH3:44])=[O:41])[CH2:34]2. Product: [C:43]([O:42][C:40]([N:35]1[CH2:36][CH2:37][CH:38]([N:19]2[CH:20]=[C:16]([C:15]3[C:6]([O:5][CH:1]4[CH2:2][CH2:3][CH2:4]4)=[C:7]4[C:12](=[CH:13][CH:14]=3)[N:11]([C:21]([O:23][CH3:24])=[O:22])[C@@H:10]([CH3:25])[CH2:9][CH2:8]4)[CH:17]=[N:18]2)[CH:33]([OH:39])[CH2:34]1)=[O:41])([CH3:46])([CH3:44])[CH3:45]. The catalyst class is: 13. (4) Reactant: C(OC(=O)[NH:7][C:8]1[CH:9]=[CH:10][C:11]2[CH:15]=[C:14]([C:16]3[C:21]([CH3:22])=[CH:20][N:19]=[C:18]([NH:23][CH2:24][CH2:25][CH2:26][N:27]4[CH2:32][CH2:31][N:30]([CH3:33])[CH2:29][CH2:28]4)[N:17]=3)[S:13][C:12]=2[CH:34]=1)(C)(C)C.C(O)(C(F)(F)F)=O.CO. Product: [NH2:7][C:8]1[CH:9]=[CH:10][C:11]2[CH:15]=[C:14]([C:16]3[C:21]([CH3:22])=[CH:20][N:19]=[C:18]([NH:23][CH2:24][CH2:25][CH2:26][N:27]4[CH2:32][CH2:31][N:30]([CH3:33])[CH2:29][CH2:28]4)[N:17]=3)[S:13][C:12]=2[CH:34]=1. The catalyst class is: 4. (5) Reactant: [CH3:1][S:2]([N:5]1[CH2:14][CH2:13][C:12]2[C:7](=[CH:8][CH:9]=[C:10]([O:15][CH2:16][CH2:17][CH2:18][C:19]3[CH:26]=[CH:25][C:22]([C:23]#[N:24])=[CH:21][CH:20]=3)[CH:11]=2)[CH2:6]1)(=[O:4])=[O:3].[NH4+].[Cl-].[N-:29]=[N+:30]=[N-:31].[Na+].CN(C=O)C. Product: [N:24]1[NH:29][N:30]=[N:31][C:23]=1[C:22]1[CH:21]=[CH:20][C:19]([CH2:18][CH2:17][CH2:16][O:15][C:10]2[CH:11]=[C:12]3[C:7](=[CH:8][CH:9]=2)[CH2:6][N:5]([S:2]([CH3:1])(=[O:4])=[O:3])[CH2:14][CH2:13]3)=[CH:26][CH:25]=1. The catalyst class is: 25. (6) Reactant: FF.[N+:3]([CH2:5][C:6]([O:8][CH2:9][CH3:10])=[O:7])#[C-:4].[H-].[Na+].[F:13][C:14]([F:25])([F:24])/[C:15](/Cl)=[N:16]/[C:17]1[CH:22]=[CH:21][CH:20]=[CH:19][N:18]=1. Product: [N:18]1[CH:19]=[CH:20][CH:21]=[CH:22][C:17]=1[N:16]1[C:15]([C:14]([F:13])([F:24])[F:25])=[C:5]([C:6]([O:8][CH2:9][CH3:10])=[O:7])[N:3]=[CH:4]1. The catalyst class is: 1. (7) Reactant: [Cl:1][C:2]1[C:3]([N:8]2[C:12]([C:13]3[O:22][C:21](=[O:23])[C:20]4[C:15](=[C:16]([CH3:27])[CH:17]=[C:18]5[CH:26]=[N:25][NH:24][C:19]5=4)[N:14]=3)=[CH:11][C:10]([CH:28]([F:30])[F:29])=[N:9]2)=[N:4][CH:5]=[CH:6][CH:7]=1.[CH:31]([NH2:34])([CH3:33])[CH3:32]. Product: [CH:31]([NH:34][C:21]([C:20]1[C:15]([NH:14][C:13]([C:12]2[N:8]([C:3]3[C:2]([Cl:1])=[CH:7][CH:6]=[CH:5][N:4]=3)[N:9]=[C:10]([CH:28]([F:29])[F:30])[CH:11]=2)=[O:22])=[C:16]([CH3:27])[CH:17]=[C:18]2[C:19]=1[NH:24][N:25]=[CH:26]2)=[O:23])([CH3:33])[CH3:32]. The catalyst class is: 47. (8) Product: [Cl:1][C:2]1[C:7]([C:8]2[CH:13]=[CH:12][CH:11]=[CH:10][CH:9]=2)=[N:6][N:5]=[C:4]2[N:14]([CH2:33][CH2:34][N:35]3[CH2:40][CH2:39][N:38]([CH3:41])[CH2:37][CH2:36]3)[N:15]=[C:16]([C:17]3[NH:18][C:19]4[C:24]([CH:25]=3)=[CH:23][CH:22]=[CH:21][CH:20]=4)[C:3]=12. Reactant: [Cl:1][C:2]1[C:7]([C:8]2[CH:13]=[CH:12][CH:11]=[CH:10][CH:9]=2)=[N:6][N:5]=[C:4]2[N:14]([CH2:33][CH2:34][N:35]3[CH2:40][CH2:39][N:38]([CH3:41])[CH2:37][CH2:36]3)[N:15]=[C:16]([C:17]3[N:18](C(OC(C)(C)C)=O)[C:19]4[C:24]([CH:25]=3)=[CH:23][CH:22]=[CH:21][CH:20]=4)[C:3]=12.C([O-])(O)=O.[Na+]. The catalyst class is: 557. (9) Reactant: [OH2:1].NN.C([O:14][C:15]1C=C(CN)C=CC=1)CCCCCCCCC.C(OC1C=C(C=CC=1)CN1[C:42](=[O:43])[C:41]2=[CH:44][CH:45]=[CH:46][CH:47]=[C:40]2[C:39]1=[O:48])CCCCCCCCC. Product: [CH:45]1[CH:44]=[C:41]2[C:42]([C:15]([OH:14])([OH:1])[C:39](=[O:48])[C:40]2=[CH:47][CH:46]=1)=[O:43]. The catalyst class is: 41.